This data is from Forward reaction prediction with 1.9M reactions from USPTO patents (1976-2016). The task is: Predict the product of the given reaction. (1) Given the reactants [CH3:1][C:2]1[N:3]=[CH:4][C:5]([C:8]([O:10]C)=O)=[N:6][CH:7]=1.[C:12](#[N:15])[CH2:13]C, predict the reaction product. The product is: [CH3:1][C:2]1[N:3]=[CH:4][C:5]([C:8](=[O:10])[CH2:13][C:12]#[N:15])=[N:6][CH:7]=1. (2) The product is: [CH3:12][O:11][C:4]1[CH:3]=[C:2]([C:21]2[CH2:26][CH2:25][N:24]([C:27]([O:29][C:30]([CH3:33])([CH3:32])[CH3:31])=[O:28])[CH2:23][CH:22]=2)[CH:7]=[CH:6][C:5]=1[N+:8]([O-:10])=[O:9]. Given the reactants Br[C:2]1[CH:7]=[CH:6][C:5]([N+:8]([O-:10])=[O:9])=[C:4]([O:11][CH3:12])[CH:3]=1.CC1(C)C(C)(C)OB([C:21]2[CH2:26][CH2:25][N:24]([C:27]([O:29][C:30]([CH3:33])([CH3:32])[CH3:31])=[O:28])[CH2:23][CH:22]=2)O1.C(=O)([O-])[O-].[K+].[K+].B([O-])[O-].[Cl-].[Li+], predict the reaction product.